This data is from Full USPTO retrosynthesis dataset with 1.9M reactions from patents (1976-2016). The task is: Predict the reactants needed to synthesize the given product. (1) Given the product [Cl:1][C:2]1[N:7]=[CH:6][C:5]2/[C:8](=[CH:16]/[C:15]3[CH:18]=[CH:19][CH:20]=[C:13]([Cl:12])[C:14]=3[F:21])/[C:9](=[O:11])[NH:10][C:4]=2[CH:3]=1, predict the reactants needed to synthesize it. The reactants are: [Cl:1][C:2]1[N:7]=[CH:6][C:5]2[CH2:8][C:9](=[O:11])[NH:10][C:4]=2[CH:3]=1.[Cl:12][C:13]1[C:14]([F:21])=[C:15]([CH:18]=[CH:19][CH:20]=1)[CH:16]=O.N1CCCCC1. (2) Given the product [CH3:15][CH:16]([CH3:34])[CH2:17][CH2:18][NH:19][C:20]([C:22]1[N:23]=[N:24][C:25]([N:28]2[CH2:33][CH2:32][N:31]([C:6](=[O:7])[C:5]3[CH:9]=[CH:10][CH:11]=[CH:12][C:4]=3[O:3][C:2]([F:14])([F:13])[F:1])[CH2:30][CH2:29]2)=[CH:26][CH:27]=1)=[O:21], predict the reactants needed to synthesize it. The reactants are: [F:1][C:2]([F:14])([F:13])[O:3][C:4]1[CH:12]=[CH:11][CH:10]=[CH:9][C:5]=1[C:6](Cl)=[O:7].[CH3:15][CH:16]([CH3:34])[CH2:17][CH2:18][NH:19][C:20]([C:22]1[N:23]=[N:24][C:25]([N:28]2[CH2:33][CH2:32][NH:31][CH2:30][CH2:29]2)=[CH:26][CH:27]=1)=[O:21].